Dataset: Full USPTO retrosynthesis dataset with 1.9M reactions from patents (1976-2016). Task: Predict the reactants needed to synthesize the given product. (1) Given the product [CH:35]([C:32]1[N:31]=[C:30]([C@H:27]2[CH2:28][CH2:29][C@H:24]([N:21]3[C:17]4=[N:18][CH:19]=[N:20][C:15]([O:13][C:10]5[CH:11]=[CH:12][C:7]([N:6]6[C:2]([CH3:1])=[N:3][N:4]=[N:5]6)=[CH:8][CH:9]=5)=[C:16]4[CH:23]=[N:22]3)[CH2:25][CH2:26]2)[O:34][N:33]=1)([CH3:37])[CH3:36], predict the reactants needed to synthesize it. The reactants are: [CH3:1][C:2]1[N:6]([C:7]2[CH:12]=[CH:11][C:10]([OH:13])=[CH:9][CH:8]=2)[N:5]=[N:4][N:3]=1.Cl[C:15]1[N:20]=[CH:19][N:18]=[C:17]2[N:21]([C@H:24]3[CH2:29][CH2:28][C@H:27]([C:30]4[O:34][N:33]=[C:32]([CH:35]([CH3:37])[CH3:36])[N:31]=4)[CH2:26][CH2:25]3)[N:22]=[CH:23][C:16]=12.C(=O)([O-])[O-].[K+].[K+]. (2) Given the product [C:21]([OH:28])(=[O:27])/[CH:22]=[CH:23]\[C:24]([OH:26])=[O:25].[Cl:1][C:2]1[CH:3]=[CH:4][C:5]2[O:15][C:14]3[CH:16]=[CH:17][CH:18]=[CH:19][C:13]=3[C@H:8]3[CH2:9][N:10]([CH3:12])[CH2:11][C@@H:7]3[C:6]=2[CH:20]=1, predict the reactants needed to synthesize it. The reactants are: [Cl:1][C:2]1[CH:3]=[CH:4][C:5]2[O:15][C:14]3[CH:16]=[CH:17][CH:18]=[CH:19][C:13]=3[C@H:8]3[CH2:9][N:10]([CH3:12])[CH2:11][C@@H:7]3[C:6]=2[CH:20]=1.[C:21]([OH:28])(=[O:27])/[CH:22]=[CH:23]\[C:24]([OH:26])=[O:25]. (3) Given the product [Br:20][C:5]1[C:6]([NH:9][C@@H:10]2[C@@H:15]3[CH2:16][C@@H:12]([CH:13]=[CH:14]3)[C@@H:11]2[C:17]([NH2:19])=[O:18])=[C:7]2[N:8]=[C:32]([C:31]3[CH:30]=[CH:29][C:28]([CH2:27][N:21]4[CH2:26][CH2:25][O:24][CH2:23][CH2:22]4)=[CH:35][CH:34]=3)[NH:1][C:2]2=[N:3][CH:4]=1, predict the reactants needed to synthesize it. The reactants are: [NH2:1][C:2]1[C:7]([NH2:8])=[C:6]([NH:9][C@@H:10]2[C@@H:15]3[CH2:16][C@@H:12]([CH:13]=[CH:14]3)[C@@H:11]2[C:17]([NH2:19])=[O:18])[C:5]([Br:20])=[CH:4][N:3]=1.[N:21]1([CH2:27][C:28]2[CH:35]=[CH:34][C:31]([CH:32]=O)=[CH:30][CH:29]=2)[CH2:26][CH2:25][O:24][CH2:23][CH2:22]1.C([O-])(=O)C.[NH4+]. (4) Given the product [I:15][C:7]1[N:8]([CH3:12])[N:9]=[C:10]2[C:6]=1[CH:5]=[CH:4][C:3]([O:2][CH3:1])=[CH:11]2, predict the reactants needed to synthesize it. The reactants are: [CH3:1][O:2][C:3]1[CH:4]=[CH:5][C:6]2[C:10]([CH:11]=1)=[N:9][N:8]([CH3:12])[CH:7]=2.[OH-].[K+].[I:15]I. (5) Given the product [N:24]1([CH2:2][CH2:3][CH2:4][O:5][C:6]2[CH:11]=[CH:10][C:9]([NH:12][CH:13]=[C:14]3[C:22]4[C:17](=[CH:18][CH:19]=[CH:20][CH:21]=4)[NH:16][C:15]3=[O:23])=[CH:8][CH:7]=2)[CH2:29][CH2:28][O:27][CH2:26][CH2:25]1, predict the reactants needed to synthesize it. The reactants are: I[CH2:2][CH2:3][CH2:4][O:5][C:6]1[CH:11]=[CH:10][C:9]([NH:12][CH:13]=[C:14]2[C:22]3[C:17](=[CH:18][CH:19]=[CH:20][CH:21]=3)[NH:16][C:15]2=[O:23])=[CH:8][CH:7]=1.[NH:24]1[CH2:29][CH2:28][O:27][CH2:26][CH2:25]1. (6) Given the product [CH3:6][C:5]([CH3:8])([CH3:7])[CH2:4][CH2:3][C:15]1([OH:25])[C:16]2[C:21](=[CH:20][CH:19]=[CH:18][CH:17]=2)[C:22](=[O:24])[CH2:23][C:14]1=[O:13], predict the reactants needed to synthesize it. The reactants are: [Mg].Cl[CH2:3][CH2:4][C:5]([CH3:8])([CH3:7])[CH3:6].BrC(Br)C.[OH:13][C:14]1[C:15](=[O:25])[C:16]2[C:21]([C:22](=[O:24])[CH:23]=1)=[CH:20][CH:19]=[CH:18][CH:17]=2. (7) Given the product [Br:1][C:2]1[CH:24]=[CH:23][C:5]([C:6]([N:8]([CH:9]2[CH2:11][CH2:10]2)[C@H:12]2[CH2:13][CH2:14][C@H:15]([CH2:18][CH2:19][OH:20])[CH2:16][CH2:17]2)=[O:7])=[C:4]([F:25])[CH:3]=1, predict the reactants needed to synthesize it. The reactants are: [Br:1][C:2]1[CH:24]=[CH:23][C:5]([C:6]([N:8]([C@H:12]2[CH2:17][CH2:16][C@H:15]([CH2:18][C:19](OC)=[O:20])[CH2:14][CH2:13]2)[CH:9]2[CH2:11][CH2:10]2)=[O:7])=[C:4]([F:25])[CH:3]=1.[H-].[Al+3].[Li+].[H-].[H-].[H-]. (8) Given the product [CH2:1]([O:3][C:4](=[O:20])[C:5]([CH3:7])([O:8][C:9]1[C:18]2[C:13](=[CH:14][CH:15]=[CH:16][CH:17]=2)[CH:12]=[C:11]([O:19][CH2:28][C:27]2[C:22]([CH3:21])=[N:23][C:24]([C:30]3[CH:31]=[CH:32][C:33]([C:36]([F:39])([F:37])[F:38])=[CH:34][CH:35]=3)=[CH:25][CH:26]=2)[CH:10]=1)[CH3:6])[CH3:2], predict the reactants needed to synthesize it. The reactants are: [CH2:1]([O:3][C:4](=[O:20])[C:5]([O:8][C:9]1[C:18]2[C:13](=[CH:14][CH:15]=[CH:16][CH:17]=2)[CH:12]=[C:11]([OH:19])[CH:10]=1)([CH3:7])[CH3:6])[CH3:2].[CH3:21][C:22]1[C:27]([CH2:28]O)=[CH:26][CH:25]=[C:24]([C:30]2[CH:35]=[CH:34][C:33]([C:36]([F:39])([F:38])[F:37])=[CH:32][CH:31]=2)[N:23]=1. (9) Given the product [CH3:1][C:2]1([CH3:11])[O:6][C@@H:5]([CH:7]=[N:14][OH:12])[C:4]([CH3:10])([CH3:9])[O:3]1, predict the reactants needed to synthesize it. The reactants are: [CH3:1][C:2]1([CH3:11])[O:6][C@@H:5]([CH:7]=O)[C:4]([CH3:10])([CH3:9])[O:3]1.[OH2:12].Cl.[NH2:14]O.C([O-])([O-])=O.[Na+].[Na+].